From a dataset of Forward reaction prediction with 1.9M reactions from USPTO patents (1976-2016). Predict the product of the given reaction. (1) Given the reactants [C:1]([O:5][C:6]([N:8]1[CH2:13][CH2:12][C:11](=O)[CH2:10][CH2:9]1)=[O:7])([CH3:4])([CH3:3])[CH3:2].[CH3:15][S:16][C:17]1[CH:23]=[CH:22][C:20]([NH2:21])=[CH:19][CH:18]=1, predict the reaction product. The product is: [C:1]([O:5][C:6]([N:8]1[CH2:13][CH2:12][CH:11]([NH:21][C:20]2[CH:22]=[CH:23][C:17]([S:16][CH3:15])=[CH:18][CH:19]=2)[CH2:10][CH2:9]1)=[O:7])([CH3:4])([CH3:3])[CH3:2]. (2) Given the reactants [CH:1]1(B(O)O)[CH2:3][CH2:2]1.CN(C1C=CC=CN=1)C.C[Si]([N-][Si](C)(C)C)(C)C.[Na+].[N:26]1([C:32]2[N:33]=[C:34]([CH2:39][C:40]([O:42][CH2:43][CH3:44])=[O:41])[NH:35][C:36](=[O:38])[CH:37]=2)[CH2:31][CH2:30][O:29][CH2:28][CH2:27]1.Cl, predict the reaction product. The product is: [CH:1]1([N:35]2[C:36](=[O:38])[CH:37]=[C:32]([N:26]3[CH2:31][CH2:30][O:29][CH2:28][CH2:27]3)[N:33]=[C:34]2[CH2:39][C:40]([O:42][CH2:43][CH3:44])=[O:41])[CH2:3][CH2:2]1. (3) Given the reactants [NH2:1][C:2]1[CH:7]=[CH:6][C:5]([C:8]2[S:12][C:11]([CH:13]3[CH2:18][CH2:17][N:16]([CH2:19][C:20]([O:22][CH2:23][CH3:24])=[O:21])[CH2:15][CH2:14]3)=[N:10][CH:9]=2)=[CH:4][CH:3]=1.[F:25][C:26]1[C:31]([F:32])=[C:30]([F:33])[CH:29]=[CH:28][C:27]=1[N:34]=[C:35]=[O:36], predict the reaction product. The product is: [F:25][C:26]1[C:31]([F:32])=[C:30]([F:33])[CH:29]=[CH:28][C:27]=1[NH:34][C:35](=[O:36])[NH:1][C:2]1[CH:7]=[CH:6][C:5]([C:8]2[S:12][C:11]([CH:13]3[CH2:18][CH2:17][N:16]([CH2:19][C:20]([O:22][CH2:23][CH3:24])=[O:21])[CH2:15][CH2:14]3)=[N:10][CH:9]=2)=[CH:4][CH:3]=1.